Dataset: Full USPTO retrosynthesis dataset with 1.9M reactions from patents (1976-2016). Task: Predict the reactants needed to synthesize the given product. (1) Given the product [Cl:40][C:41]1[CH:42]=[CH:43][C:44]([CH2:45][N:46]2[C:54]3[C:49](=[CH:50][CH:51]=[CH:52][CH:53]=3)[C:48]([C:20]3[CH:19]=[CH:18][C:17]4[O:12][CH2:13][CH2:14][O:15][C:16]=4[CH:21]=3)([OH:55])[C:47]2=[O:56])=[CH:57][CH:58]=1, predict the reactants needed to synthesize it. The reactants are: C1OC2C(=CC=[C-]C=2)O1.[Mg+2].[Br-].[O:12]1[C:17]2[CH:18]=[CH:19][C:20]([Mg]Br)=[CH:21][C:16]=2[O:15][CH2:14][CH2:13]1.C(N1C2C(=CC=CC=2)C(=O)C1=O)CCCC.[Cl:40][C:41]1[CH:58]=[CH:57][C:44]([CH2:45][N:46]2[C:54]3[C:49](=[CH:50][CH:51]=[CH:52][CH:53]=3)[C:48](=[O:55])[C:47]2=[O:56])=[CH:43][CH:42]=1. (2) Given the product [F:1][C:2]([F:27])([F:26])[C@H:3]1[CH2:8][CH2:7][C@H:6]([NH:9][C:10]([C:11]2[C:12]([O:21][CH:22]([F:24])[F:23])=[CH:13][C:14]3[NH:18][C:49]([NH:48][C:47]4[C:46]([Cl:51])=[CH:45][CH:44]=[C:35]([CH2:36][NH:37][C:38](=[O:43])[C:39]([CH3:40])([CH3:41])[CH3:42])[C:34]=4[Cl:33])=[N:17][C:15]=3[CH:16]=2)=[O:25])[CH2:5][CH2:4]1, predict the reactants needed to synthesize it. The reactants are: [F:1][C:2]([F:27])([F:26])[C@H:3]1[CH2:8][CH2:7][C@H:6]([NH:9][C:10](=[O:25])[C:11]2[CH:16]=[C:15]([NH2:17])[C:14]([N+:18]([O-])=O)=[CH:13][C:12]=2[O:21][CH:22]([F:24])[F:23])[CH2:5][CH2:4]1.C1COCC1.[Cl:33][C:34]1[C:47]([N:48]=[C:49]=S)=[C:46]([Cl:51])[CH:45]=[CH:44][C:35]=1[CH2:36][NH:37][C:38](=[O:43])[C:39]([CH3:42])([CH3:41])[CH3:40].CC(C)N=C=NC(C)C.